Dataset: Peptide-MHC class I binding affinity with 185,985 pairs from IEDB/IMGT. Task: Regression. Given a peptide amino acid sequence and an MHC pseudo amino acid sequence, predict their binding affinity value. This is MHC class I binding data. (1) The peptide sequence is GLSFLNPEK. The MHC is HLA-B18:01 with pseudo-sequence HLA-B18:01. The binding affinity (normalized) is 0.0847. (2) The peptide sequence is AAYFVGYLK. The MHC is Mamu-B8301 with pseudo-sequence Mamu-B8301. The binding affinity (normalized) is 0.752. (3) The peptide sequence is IIVAGFSGK. The MHC is HLA-A03:01 with pseudo-sequence HLA-A03:01. The binding affinity (normalized) is 0.796. (4) The peptide sequence is TQLPSKPHY. The MHC is HLA-A69:01 with pseudo-sequence HLA-A69:01. The binding affinity (normalized) is 0.0847. (5) The peptide sequence is YEDQLHRAS. The MHC is HLA-B35:01 with pseudo-sequence HLA-B35:01. The binding affinity (normalized) is 0.0847. (6) The peptide sequence is DSDPMDGCE. The MHC is HLA-A31:01 with pseudo-sequence HLA-A31:01. The binding affinity (normalized) is 0.0847. (7) The peptide sequence is YEYVLIGIL. The MHC is HLA-B40:01 with pseudo-sequence HLA-B40:01. The binding affinity (normalized) is 1.00.